This data is from Full USPTO retrosynthesis dataset with 1.9M reactions from patents (1976-2016). The task is: Predict the reactants needed to synthesize the given product. (1) Given the product [CH2:36]([NH:40][C:2]1[N:7]=[C:6]([O:8][C:9]2[CH:35]=[CH:34][CH:33]=[CH:32][C:10]=2[CH2:11][NH:12][C:13]([NH:15][C:16]2[N:20]([C:21]3[CH:22]=[CH:23][C:24]([CH3:27])=[CH:25][CH:26]=3)[N:19]=[C:18]([C:28]([CH3:29])([CH3:31])[CH3:30])[CH:17]=2)=[O:14])[CH:5]=[CH:4][N:3]=1)[CH2:37][CH2:38][CH3:39], predict the reactants needed to synthesize it. The reactants are: Cl[C:2]1[N:7]=[C:6]([O:8][C:9]2[CH:35]=[CH:34][CH:33]=[CH:32][C:10]=2[CH2:11][NH:12][C:13]([NH:15][C:16]2[N:20]([C:21]3[CH:26]=[CH:25][C:24]([CH3:27])=[CH:23][CH:22]=3)[N:19]=[C:18]([C:28]([CH3:31])([CH3:30])[CH3:29])[CH:17]=2)=[O:14])[CH:5]=[CH:4][N:3]=1.[CH2:36]([NH2:40])[CH2:37][CH2:38][CH3:39].C(=O)([O-])[O-].[Na+].[Na+]. (2) Given the product [Cl:30][C:31]1[CH:32]=[CH:33][C:34]2[N:35]([N:37]=[C:38]([C:50]3[CH:51]=[CH:52][CH:53]=[CH:54][CH:55]=3)[C:39]=2[CH2:40][C:41]2[N:46]=[C:45]([NH:3][C:6](=[O:15])[O:29][C:25]([CH3:28])([CH3:27])[CH3:26])[CH:44]=[CH:43][CH:42]=2)[CH:36]=1, predict the reactants needed to synthesize it. The reactants are: C([N:3]([CH2:6]C)CC)C.C1(P(N=[N+]=[N-])(C2C=CC=CC=2)=[O:15])C=CC=CC=1.[C:25]([OH:29])([CH3:28])([CH3:27])[CH3:26].[Cl:30][C:31]1[CH:32]=[CH:33][C:34]2[N:35]([N:37]=[C:38]([C:50]3[CH:55]=[CH:54][CH:53]=[CH:52][CH:51]=3)[C:39]=2[CH2:40][C:41]2[N:46]=[C:45](C(O)=O)[CH:44]=[CH:43][CH:42]=2)[CH:36]=1. (3) The reactants are: Cl.C([O:5][C:6]1[C:11](=[O:12])[N:10]([CH:13]([CH3:15])[CH3:14])[C:9](=[O:16])[N:8]2[CH:17]([CH2:30][CH2:31][NH:32][CH3:33])[CH2:18][N:19]([CH2:22][C:23]3[CH:28]=[CH:27][C:26]([F:29])=[CH:25][CH:24]=3)[C:20](=[O:21])[C:7]=12)(=O)C.[CH:34]([N:37]=[C:38]=[S:39])([CH3:36])[CH3:35].C([O-])([O-])=O.[K+].[K+].FC(F)(F)C(O)=O. Given the product [F:29][C:26]1[CH:25]=[CH:24][C:23]([CH2:22][N:19]2[CH2:18][CH:17]([CH2:30][CH2:31][N:32]([CH3:33])[C:38]([NH:37][CH:34]([CH3:36])[CH3:35])=[S:39])[N:8]3[C:9](=[O:16])[N:10]([CH:13]([CH3:14])[CH3:15])[C:11](=[O:12])[C:6]([OH:5])=[C:7]3[C:20]2=[O:21])=[CH:28][CH:27]=1, predict the reactants needed to synthesize it. (4) Given the product [C:13]1([C:29]2[CH:34]=[C:33]([Cl:35])[CH:32]=[C:31]([C:2]3[CH:7]=[CH:6][CH:5]=[CH:4][CH:3]=3)[C:30]=2[N:37]2[C:41]([CH3:42])=[CH:40][CH:39]=[C:38]2[CH3:43])[CH:18]=[CH:17][CH:16]=[CH:15][CH:14]=1, predict the reactants needed to synthesize it. The reactants are: Br[C:2]1[CH:7]=[C:6]([N+]([O-])=O)[CH:5]=[C:4](Br)[C:3]=1O.[C:13]1(B(O)O)[CH:18]=[CH:17][CH:16]=[CH:15][CH:14]=1.C(=O)([O-])[O-].[K+].[K+].Br[C:29]1[CH:34]=[C:33]([Cl:35])[CH:32]=[C:31](Br)[C:30]=1[N:37]1[C:41]([CH3:42])=[CH:40][CH:39]=[C:38]1[CH3:43]. (5) Given the product [Cl:22][C:23]1[C:24]([F:43])=[C:25]([NH:29][C:30]2[C:39]3[C:34](=[CH:35][C:36]([O:41][CH3:42])=[C:37]([O:11][CH:12]4[CH2:21][CH2:20][C:15]5([O:19][CH2:18][CH2:17][O:16]5)[CH2:14][CH2:13]4)[CH:38]=3)[N:33]=[CH:32][N:31]=2)[CH:26]=[CH:27][CH:28]=1, predict the reactants needed to synthesize it. The reactants are: C(=O)([O-])[O-].[K+].[K+].CS([O:11][CH:12]1[CH2:21][CH2:20][C:15]2([O:19][CH2:18][CH2:17][O:16]2)[CH2:14][CH2:13]1)(=O)=O.[Cl:22][C:23]1[C:24]([F:43])=[C:25]([NH:29][C:30]2[C:39]3[C:34](=[CH:35][C:36]([O:41][CH3:42])=[C:37](O)[CH:38]=3)[N:33]=[CH:32][N:31]=2)[CH:26]=[CH:27][CH:28]=1. (6) The reactants are: [C:1]([O:5][C:6](=[O:25])[N:7]([CH:9]1[CH2:14][CH2:13][CH2:12][CH:11]([C:15]2[C:23]3[C:18](=[CH:19][CH:20]=[C:21]([NH2:24])[CH:22]=3)[NH:17][CH:16]=2)[CH2:10]1)[CH3:8])([CH3:4])([CH3:3])[CH3:2].I.[S:27]1[CH:31]=[CH:30][CH:29]=[C:28]1[C:32](SC)=[NH:33]. Given the product [CH3:8][N:7]([CH:9]1[CH2:14][CH2:13][CH2:12][CH:11]([C:15]2[C:23]3[C:18](=[CH:19][CH:20]=[C:21]([NH:24][C:32]([C:28]4[S:27][CH:31]=[CH:30][CH:29]=4)=[NH:33])[CH:22]=3)[NH:17][CH:16]=2)[CH2:10]1)[C:6](=[O:25])[O:5][C:1]([CH3:4])([CH3:2])[CH3:3], predict the reactants needed to synthesize it. (7) Given the product [Cl:14][C:15]1[CH:20]=[C:19]([Cl:21])[CH:18]=[CH:17][C:16]=1[C:2]1[C:7]2=[N:8][S:9](=[O:13])(=[O:12])[CH2:10][CH2:11][N:6]2[CH:5]=[CH:4][CH:3]=1, predict the reactants needed to synthesize it. The reactants are: Br[C:2]1[C:7]2=[N:8][S:9](=[O:13])(=[O:12])[CH2:10][CH2:11][N:6]2[CH:5]=[CH:4][CH:3]=1.[Cl:14][C:15]1[CH:20]=[C:19]([Cl:21])[CH:18]=[CH:17][C:16]=1B(O)O.C(=O)([O-])[O-].[Cs+].[Cs+].C(=O)([O-])O.[Na+]. (8) Given the product [I:18][CH2:2][CH2:3][C:4]1[N:9]=[CH:8][C:7]([NH:10][C:11](=[O:17])[O:12][C:13]([CH3:16])([CH3:15])[CH3:14])=[CH:6][CH:5]=1, predict the reactants needed to synthesize it. The reactants are: O[CH2:2][CH2:3][C:4]1[N:9]=[CH:8][C:7]([NH:10][C:11](=[O:17])[O:12][C:13]([CH3:16])([CH3:15])[CH3:14])=[CH:6][CH:5]=1.[I:18]I.N1C=CN=C1.C1C=CC(P(C2C=CC=CC=2)C2C=CC=CC=2)=CC=1. (9) Given the product [CH3:45][C:42]1([CH3:46])[O:41][C@H:40]([CH2:39][N:18]2[C:19]3[CH:24]=[CH:23][CH:22]=[CH:21][C:20]=3[N:16]([CH:13]3[CH2:12][CH2:11][N:10]([CH2:9][C@H:4]4[CH2:5][CH2:6][CH2:7][CH2:8][C:3]54[CH2:2][CH2:1]5)[CH2:15][CH2:14]3)[C:17]2=[O:25])[CH2:44][O:43]1, predict the reactants needed to synthesize it. The reactants are: [CH2:1]1[C:3]2([CH2:8][CH2:7][CH2:6][CH2:5][C@@H:4]2[CH2:9][N:10]2[CH2:15][CH2:14][CH:13]([N:16]3[C:20]4[CH:21]=[CH:22][CH:23]=[CH:24][C:19]=4[NH:18][C:17]3=[O:25])[CH2:12][CH2:11]2)[CH2:2]1.[H-].[Na+].CC1C=CC(S(O[CH2:39][C@@H:40]2[CH2:44][O:43][C:42]([CH3:46])([CH3:45])[O:41]2)(=O)=O)=CC=1.O.